Dataset: Full USPTO retrosynthesis dataset with 1.9M reactions from patents (1976-2016). Task: Predict the reactants needed to synthesize the given product. (1) Given the product [CH2:44]([C:2]1[CH:7]=[C:6]([C:8]([F:11])([F:10])[F:9])[CH:5]=[CH:4][C:3]=1[C:12]1[C:21]2[C:16](=[CH:17][C:18]([S:22]([N:25]([CH2:31][C:32]3[CH:37]=[CH:36][C:35]([O:38][CH3:39])=[CH:34][C:33]=3[O:40][CH3:41])[C:26]3[S:27][CH:28]=[CH:29][N:30]=3)(=[O:24])=[O:23])=[CH:19][CH:20]=2)[CH:15]=[CH:14][N:13]=1)[CH:43]=[CH2:42], predict the reactants needed to synthesize it. The reactants are: Br[C:2]1[CH:7]=[C:6]([C:8]([F:11])([F:10])[F:9])[CH:5]=[CH:4][C:3]=1[C:12]1[C:21]2[C:16](=[CH:17][C:18]([S:22]([N:25]([CH2:31][C:32]3[CH:37]=[CH:36][C:35]([O:38][CH3:39])=[CH:34][C:33]=3[O:40][CH3:41])[C:26]3[S:27][CH:28]=[CH:29][N:30]=3)(=[O:24])=[O:23])=[CH:19][CH:20]=2)[CH:15]=[CH:14][N:13]=1.[CH2:42]([Sn](CCCC)(CCCC)CCCC)[CH:43]=[CH2:44]. (2) Given the product [F:14][C:13]([F:16])([F:15])[C:12]1[N:2]=[CH:3][CH:4]=[CH:5][C:6]=1[C:7]([O:9][CH2:10][CH3:11])=[O:8], predict the reactants needed to synthesize it. The reactants are: C[N:2](C)[CH:3]=[CH:4][CH:5]=[C:6]([C:12](=O)[C:13]([F:16])([F:15])[F:14])[C:7]([O:9][CH2:10][CH3:11])=[O:8]. (3) Given the product [Br:1][C:2]1[CH:7]=[CH:6][C:5]([C:8]([N:11]2[CH2:18][CH2:17][O:16][CH2:13][CH2:14]2)([CH3:9])[CH3:10])=[C:4]([CH3:12])[CH:3]=1, predict the reactants needed to synthesize it. The reactants are: [Br:1][C:2]1[CH:7]=[CH:6][C:5]([C:8]([NH2:11])([CH3:10])[CH3:9])=[C:4]([CH3:12])[CH:3]=1.[CH2:13]([O:16][CH2:17][CH2:18]Br)[CH2:14]Br.C(N(CC)C(C)C)(C)C. (4) Given the product [NH:23]1[CH2:24][CH2:25][CH2:26][CH:21]([CH:8]2[C:9]3=[N:10][NH:11][C:12](=[O:20])[C:13]4[CH:14]=[CH:15][CH:16]=[C:17]([C:18]=43)[NH:19][CH:7]2[C:3]2[CH:2]=[N:1][CH:6]=[CH:5][CH:4]=2)[CH2:22]1, predict the reactants needed to synthesize it. The reactants are: [N:1]1[CH:6]=[CH:5][CH:4]=[C:3]([CH:7]2[NH:19][C:17]3[C:18]4[C:9](=[N:10][NH:11][C:12](=[O:20])[C:13]=4[CH:14]=[CH:15][CH:16]=3)[CH:8]2[C:21]2[CH:22]=[N:23][CH:24]=[CH:25][CH:26]=2)[CH:2]=1. (5) Given the product [Cl:35][C:32]1[CH:31]=[CH:30][C:29]([C@H:20]([N:15]2[CH2:16][CH:13]([C@@H:3]([C:4]3[CH:9]=[C:8]([S:10][CH3:11])[CH:7]=[C:6]([F:12])[CH:5]=3)[C:2]([F:1])([CH3:18])[CH3:17])[CH2:14]2)[C:21]2[CH:22]=[C:23]([CH:26]=[CH:27][CH:28]=2)[C:24]#[N:25])=[CH:34][CH:33]=1, predict the reactants needed to synthesize it. The reactants are: [F:1][C:2]([CH3:18])([CH3:17])[C@@H:3]([CH:13]1[CH2:16][NH:15][CH2:14]1)[C:4]1[CH:9]=[C:8]([S:10][CH3:11])[CH:7]=[C:6]([F:12])[CH:5]=1.Br[CH:20]([C:29]1[CH:34]=[CH:33][C:32]([Cl:35])=[CH:31][CH:30]=1)[C:21]1[CH:22]=[C:23]([CH:26]=[CH:27][CH:28]=1)[C:24]#[N:25].C([O-])([O-])=O.[Cs+].[Cs+].